From a dataset of Forward reaction prediction with 1.9M reactions from USPTO patents (1976-2016). Predict the product of the given reaction. (1) Given the reactants [CH:1]1[C:17]2[CH2:16][C@H:15]3[N:18]([CH2:20][CH2:21][C@@:7]45[C@H:14]3[CH:13]=[CH:12][C@H:10]([OH:11])[C@@H:8]4[O:9][C:5]([C:6]=25)=[C:3]([OH:4])[CH:2]=1)[CH3:19].C[O-].[Na+].C(O)(=O)C, predict the reaction product. The product is: [CH3:19][N:18]1[C@@H:15]2[CH2:16][C:17]3=[CH:1][CH:2]=[C:3]([OH:4])[C:5]4[O:9][C@H:8]5[C:10]([CH2:12][CH2:13][C@@H:14]2[C@:7]5([C:6]=43)[CH2:21][CH2:20]1)=[O:11]. (2) Given the reactants [O:1]1[C:6]2[CH:7]=[CH:8][C:9]([N:11]3[CH2:18][CH:17]4[NH:19][CH2:20][CH:12]3[CH2:13][CH:14]=[CH:15][CH2:16]4)=[CH:10][C:5]=2[O:4][CH2:3][CH2:2]1.[O:21]1[CH2:23][CH:22]1[CH2:24][O:25][C:26]1[CH:34]=[CH:33][CH:32]=[C:31]2[C:27]=1[CH:28]=[CH:29][NH:30]2.CCN(C(C)C)C(C)C, predict the reaction product. The product is: [O:1]1[C:6]2[CH:7]=[CH:8][C:9]([N:11]3[CH2:18][CH:17]4[N:19]([CH2:23][CH:22]([OH:21])[CH2:24][O:25][C:26]5[CH:34]=[CH:33][CH:32]=[C:31]6[C:27]=5[CH:28]=[CH:29][NH:30]6)[CH2:20][CH:12]3[CH2:13][CH:14]=[CH:15][CH2:16]4)=[CH:10][C:5]=2[O:4][CH2:3][CH2:2]1. (3) Given the reactants [CH2:1]([O:3][C:4]([C@@H:6]1[C@H:8]([C:9]2[CH:14]=[CH:13][CH:12]=[CH:11][CH:10]=2)[C@H:7]1[C:15]1[CH:20]=[CH:19][CH:18]=[C:17](Br)[CH:16]=1)=[O:5])[CH3:2].[O:22]1[CH:26]=[CH:25][N:24]=[CH:23]1.C([O-])([O-])=O.[K+].[K+].C(O)(=O)C(C)(C)C, predict the reaction product. The product is: [CH2:1]([O:3][C:4]([C@@H:6]1[C@H:8]([C:9]2[CH:14]=[CH:13][CH:12]=[CH:11][CH:10]=2)[C@H:7]1[C:15]1[CH:20]=[CH:19][CH:18]=[C:17]([C:26]2[O:22][CH:23]=[N:24][CH:25]=2)[CH:16]=1)=[O:5])[CH3:2]. (4) Given the reactants C([N:8]1[C:16]2[C:15](=[O:17])[N:14]([CH2:18][CH2:19][CH2:20][O:21][Si](C(C)(C)C)(C)C)[C:13](=[O:29])[N:12]([CH3:30])[C:11]=2[N:10]=[C:9]1[O:31][C:32]1[CH:37]=[CH:36][C:35]([F:38])=[C:34]([C:39]([F:42])([F:41])[F:40])[CH:33]=1)C1C=CC=CC=1.C(Cl)Cl.Cl, predict the reaction product. The product is: [F:38][C:35]1[CH:36]=[CH:37][C:32]([O:31][C:9]2[NH:8][C:16]3[C:15](=[O:17])[N:14]([CH2:18][CH2:19][CH2:20][OH:21])[C:13](=[O:29])[N:12]([CH3:30])[C:11]=3[N:10]=2)=[CH:33][C:34]=1[C:39]([F:40])([F:42])[F:41]. (5) Given the reactants [F:1][C:2]1[CH:7]=[CH:6][C:5]([C:8]2[N:9]=[C:10]3[CH:15]=[CH:14][C:13]([N:16]4[CH2:21][CH2:20][NH:19][CH2:18][CH2:17]4)=[N:12][N:11]3[CH:22]=2)=[CH:4][CH:3]=1.CN([C:26]1[CH:31]=[CH:30]C=CN=1)C.[C:32](=[O:35])([O-])[OH:33].[Na+].[CH:37](Cl)(Cl)Cl, predict the reaction product. The product is: [F:1][C:2]1[CH:7]=[CH:6][C:5]([C:8]2[N:9]=[C:10]3[CH:15]=[CH:14][C:13]([N:16]4[CH2:17][CH2:18][N:19]([C:32]([O:33][C:31]([CH3:30])([CH3:26])[CH3:37])=[O:35])[CH2:20][CH2:21]4)=[N:12][N:11]3[CH:22]=2)=[CH:4][CH:3]=1. (6) Given the reactants [N:1]1[CH:6]=[CH:5][CH:4]=[CH:3][C:2]=1[CH2:7][NH:8][C:9](=[O:42])[CH2:10][N:11]1[C:19]2[C:14](=[C:15]([C:20]3[N:24]=[C:23]([C:25]4[CH:30]=[CH:29][C:28]([O:31][CH:32]([CH3:37])[C:33]([F:36])([F:35])[F:34])=[C:27]([C:38]([F:41])([F:40])[F:39])[CH:26]=4)[O:22][N:21]=3)[CH:16]=[CH:17][CH:18]=2)[CH:13]=[CH:12]1.[ClH:43].O1CCOCC1, predict the reaction product. The product is: [ClH:43].[N:1]1[CH:6]=[CH:5][CH:4]=[CH:3][C:2]=1[CH2:7][NH:8][C:9](=[O:42])[CH2:10][N:11]1[C:19]2[C:14](=[C:15]([C:20]3[N:24]=[C:23]([C:25]4[CH:30]=[CH:29][C:28]([O:31][CH:32]([CH3:37])[C:33]([F:36])([F:34])[F:35])=[C:27]([C:38]([F:39])([F:40])[F:41])[CH:26]=4)[O:22][N:21]=3)[CH:16]=[CH:17][CH:18]=2)[CH:13]=[CH:12]1. (7) Given the reactants [CH3:1][N:2]1[C:6]2[CH:7]=[CH:8][C:9]([C:11](Cl)=[O:12])=[CH:10][C:5]=2[N:4]=[CH:3]1.Cl.[CH3:15][O:16][NH:17][CH3:18].Cl.CCN(CC)CC.O, predict the reaction product. The product is: [CH3:15][O:16][N:17]([CH3:18])[C:11]([C:9]1[CH:8]=[CH:7][C:6]2[N:2]([CH3:1])[CH:3]=[N:4][C:5]=2[CH:10]=1)=[O:12].